Dataset: Reaction yield outcomes from USPTO patents with 853,638 reactions. Task: Predict the reaction yield, written as a fraction of the theoretical maximum amount of product (1.0 means a 100% yield; for example, 0.34 means a 34% yield). (1) The reactants are [F:1][C:2]([F:21])([F:20])[C:3]1[CH:4]=[C:5]([S:9]([C:12]2[CH:19]=[CH:18][C:15]([C:16]#[N:17])=[CH:14][CH:13]=2)(=[O:11])=[O:10])[CH:6]=[CH:7][CH:8]=1.N. The catalyst is CO. The product is [F:20][C:2]([F:1])([F:21])[C:3]1[CH:4]=[C:5]([S:9]([C:12]2[CH:19]=[CH:18][C:15]([CH2:16][NH2:17])=[CH:14][CH:13]=2)(=[O:11])=[O:10])[CH:6]=[CH:7][CH:8]=1. The yield is 0.980. (2) The reactants are C([N:8]1[C@@H:13]([CH3:14])[CH2:12][N:11]([C:15]2[CH:16]=[CH:17][C:18]3[N:19]([C:21]([C:24]([F:27])([F:26])[F:25])=[N:22][N:23]=3)[N:20]=2)[C@H:10]([CH3:28])[CH2:9]1)C1C=CC=CC=1.Cl. The catalyst is C(O)C.[Pd]. The product is [CH3:28][C@@H:10]1[CH2:9][NH:8][C@@H:13]([CH3:14])[CH2:12][N:11]1[C:15]1[CH:16]=[CH:17][C:18]2[N:19]([C:21]([C:24]([F:27])([F:26])[F:25])=[N:22][N:23]=2)[N:20]=1. The yield is 0.305. (3) The reactants are C([Sn](CCCC)(CCCC)[C:6]1[S:7][CH:8]=[CH:9][N:10]=1)CCC.I[C:20]1[CH:21]=[C:22]([CH:24]=[CH:25][CH:26]=1)[NH2:23]. The catalyst is C1(C)C=CC=CC=1.C1C=CC([P]([Pd]([P](C2C=CC=CC=2)(C2C=CC=CC=2)C2C=CC=CC=2)([P](C2C=CC=CC=2)(C2C=CC=CC=2)C2C=CC=CC=2)[P](C2C=CC=CC=2)(C2C=CC=CC=2)C2C=CC=CC=2)(C2C=CC=CC=2)C2C=CC=CC=2)=CC=1. The product is [S:7]1[CH:8]=[CH:9][N:10]=[C:6]1[C:20]1[CH:21]=[C:22]([CH:24]=[CH:25][CH:26]=1)[NH2:23]. The yield is 0.950. (4) The reactants are Cl[C:2]1[N:7]=[C:6]([NH:8][CH2:9][C:10]#[CH:11])[N:5]=[C:4]([N:12]([CH3:15])[O:13][CH3:14])[N:3]=1.C(N(CC)C(C)C)(C)C.[CH2:25]([O:27][CH:28]([O:32][CH2:33][CH3:34])[CH2:29][CH2:30][NH2:31])[CH3:26].C([O-])(O)=O.[Na+]. The catalyst is O1CCOCC1. The product is [CH2:25]([O:27][CH:28]([O:32][CH2:33][CH3:34])[CH2:29][CH2:30][NH:31][C:2]1[N:7]=[C:6]([NH:8][CH2:9][C:10]#[CH:11])[N:5]=[C:4]([N:12]([CH3:15])[O:13][CH3:14])[N:3]=1)[CH3:26]. The yield is 1.00.